Predict the reaction yield, written as a fraction of the theoretical maximum amount of product (1.0 means a 100% yield; for example, 0.34 means a 34% yield). From a dataset of Reaction yield outcomes from USPTO patents with 853,638 reactions. (1) The reactants are [CH2:1]1[C:9]2[C:4](=[CH:5][C:6]([CH2:10][C:11]#[N:12])=[CH:7][CH:8]=2)[CH2:3][CH2:2]1.[OH-].[Na+].Br[CH2:16][CH2:17]Cl. The catalyst is C1(C)C=CC=CC=1.[N+](CCCC)(CCCC)(CCCC)CCCC.[Br-].O. The product is [CH2:3]1[C:4]2[C:9](=[CH:8][CH:7]=[C:6]([C:10]3([C:11]#[N:12])[CH2:17][CH2:16]3)[CH:5]=2)[CH2:1][CH2:2]1. The yield is 0.160. (2) The reactants are [CH2:1]([S:3][C:4]1[S:8][CH:7]=[N:6][C:5]=1[C:9]([O:11]CC)=[O:10])[CH3:2].[OH-].[Na+].Cl. The catalyst is O.C1COCC1. The product is [CH2:1]([S:3][C:4]1[S:8][CH:7]=[N:6][C:5]=1[C:9]([OH:11])=[O:10])[CH3:2]. The yield is 0.900.